From a dataset of Forward reaction prediction with 1.9M reactions from USPTO patents (1976-2016). Predict the product of the given reaction. (1) Given the reactants [Cl:1][C:2]1[CH:7]=[C:6](I)[C:5]([Cl:9])=[CH:4][N:3]=1.[NH2:10][C:11]1[CH:21]=[CH:20][CH:19]=[CH:18][C:12]=1[C:13]([NH:15][O:16][CH3:17])=[O:14].[O-]P([O-])([O-])=O.[K+].[K+].[K+], predict the reaction product. The product is: [Cl:1][C:2]1[CH:7]=[C:6]([NH:10][C:11]2[CH:21]=[CH:20][CH:19]=[CH:18][C:12]=2[C:13]([NH:15][O:16][CH3:17])=[O:14])[C:5]([Cl:9])=[CH:4][N:3]=1. (2) Given the reactants [NH:1]1[CH2:6][CH2:5][CH2:4][C@@H:3]([N:7]2[CH:11]=[C:10]([O:12][C:13]3[N:14]=[C:15]([OH:23])[C:16]4[CH:22]=[CH:21][N:20]=[CH:19][C:17]=4[N:18]=3)[CH:9]=[N:8]2)[CH2:2]1.Cl[C:25]1([S:28](C2(Cl)CC2)(=[O:30])=[O:29])[CH2:27][CH2:26]1, predict the reaction product. The product is: [CH:25]1([S:28]([N:1]2[CH2:6][CH2:5][CH2:4][C@H:3]([N:7]3[CH:11]=[C:10]([O:12][C:13]4[N:14]=[C:15]([OH:23])[C:16]5[CH:22]=[CH:21][N:20]=[CH:19][C:17]=5[N:18]=4)[CH:9]=[N:8]3)[CH2:2]2)(=[O:30])=[O:29])[CH2:27][CH2:26]1. (3) Given the reactants F[C:2]1[CH:3]=[CH:4][C:5]([C:8]2[N:13]=[C:12]([C:14]([NH:16][C@@H:17]([C:21]3[CH:26]=[CH:25][C:24]([O:27][C:28]([F:31])([F:30])[F:29])=[C:23]([F:32])[CH:22]=3)[CH2:18][O:19][CH3:20])=[O:15])[CH:11]=[N:10][CH:9]=2)=[N:6][CH:7]=1.[CH3:33][O-:34].[Na+], predict the reaction product. The product is: [F:32][C:23]1[CH:22]=[C:21]([C@H:17]([NH:16][C:14]([C:12]2[CH:11]=[N:10][CH:9]=[C:8]([C:5]3[CH:4]=[CH:3][C:2]([O:34][CH3:33])=[CH:7][N:6]=3)[N:13]=2)=[O:15])[CH2:18][O:19][CH3:20])[CH:26]=[CH:25][C:24]=1[O:27][C:28]([F:31])([F:29])[F:30]. (4) Given the reactants F[C:2]1[CH:11]=[CH:10][C:9]2[NH:8][CH:7]=[C:6]3[C:12](=[O:21])[N:13]([C:15]4[CH:20]=[CH:19][CH:18]=[CH:17][CH:16]=4)[N:14]=[C:5]3[C:4]=2[N:3]=1.C(OC(C1C=NC2C(C=1[Cl:37])=NC(F)=CC=2)=O)C, predict the reaction product. The product is: [Cl:37][C:4]1[C:9]2[NH:8][CH:7]=[C:6]3[C:12](=[O:21])[N:13]([C:15]4[CH:16]=[CH:17][CH:18]=[CH:19][CH:20]=4)[N:14]=[C:5]3[C:10]=2[CH:11]=[CH:2][N:3]=1. (5) Given the reactants [Cl:1][C:2]1[CH:3]=[N+:4]([O-:39])[CH:5]=[C:6]([Cl:38])[C:7]=1[CH2:8][C@H:9]([O:20][C:21](=[O:37])[C:22]1[CH:27]=[CH:26][C:25]([NH:28]C(OC(C)(C)C)=O)=[CH:24][C:23]=1[F:36])[C:10]1[CH:15]=[CH:14][C:13]([O:16][CH3:17])=[C:12]([O:18][CH3:19])[CH:11]=1.Cl.O1CCOCC1, predict the reaction product. The product is: [Cl:1][C:2]1[CH:3]=[N+:4]([O-:39])[CH:5]=[C:6]([Cl:38])[C:7]=1[CH2:8][C@H:9]([O:20][C:21](=[O:37])[C:22]1[CH:27]=[CH:26][C:25]([NH2:28])=[CH:24][C:23]=1[F:36])[C:10]1[CH:15]=[CH:14][C:13]([O:16][CH3:17])=[C:12]([O:18][CH3:19])[CH:11]=1. (6) Given the reactants FC(F)(F)S(O[C:7]1[CH:12]=[CH:11][C:10]([CH2:13][CH2:14][NH:15][S:16]([C:19]2[CH:24]=[C:23]([C:25]#[N:26])[CH:22]=[CH:21][C:20]=2[O:27][CH3:28])(=[O:18])=[O:17])=[C:9]([O:29][CH2:30][O:31][CH3:32])[CH:8]=1)(=O)=O.[CH3:35][S:36][C:37]1[CH:42]=[CH:41][CH:40]=[CH:39][C:38]=1B(O)O.[Na].O, predict the reaction product. The product is: [C:25]([C:23]1[CH:22]=[CH:21][C:20]([O:27][CH3:28])=[C:19]([S:16]([NH:15][CH2:14][CH2:13][C:10]2[CH:11]=[CH:12][C:7]([C:38]3[CH:39]=[CH:40][CH:41]=[CH:42][C:37]=3[S:36][CH3:35])=[CH:8][C:9]=2[O:29][CH2:30][O:31][CH3:32])(=[O:17])=[O:18])[CH:24]=1)#[N:26].